From a dataset of Reaction yield outcomes from USPTO patents with 853,638 reactions. Predict the reaction yield, written as a fraction of the theoretical maximum amount of product (1.0 means a 100% yield; for example, 0.34 means a 34% yield). (1) The reactants are [CH:1]([C:4]1[N:5]=[C:6]([CH2:25][OH:26])[N:7]([CH2:18][C:19]2[CH:24]=[CH:23][N:22]=[CH:21][CH:20]=2)[C:8]=1[S:9][C:10]1[CH:15]=[CH:14][CH:13]=[C:12]([O:16]C)[CH:11]=1)([CH3:3])[CH3:2].B(Br)(Br)Br. The catalyst is C(Cl)Cl. The product is [OH:26][CH2:25][C:6]1[N:7]([CH2:18][C:19]2[CH:20]=[CH:21][N:22]=[CH:23][CH:24]=2)[C:8]([S:9][C:10]2[CH:11]=[C:12]([OH:16])[CH:13]=[CH:14][CH:15]=2)=[C:4]([CH:1]([CH3:3])[CH3:2])[N:5]=1. The yield is 0.810. (2) The reactants are [F:1][C:2]1[CH:7]=[CH:6][C:5]([NH:8][C:9]([C:11]2([C:14]([NH:16][C:17]3[CH:22]=[CH:21][C:20]([O:23][C:24]4[C:33]5[C:28](=[CH:29][C:30]([OH:36])=[C:31]([O:34][CH3:35])[CH:32]=5)[N:27]=[CH:26][N:25]=4)=[C:19]([F:37])[CH:18]=3)=[O:15])[CH2:13][CH2:12]2)=[O:10])=[CH:4][CH:3]=1.[C:38]([O:42][C:43]([N:45]1[CH2:50][CH2:49][CH:48]([CH2:51]OS(C)(=O)=O)[CH2:47][CH2:46]1)=[O:44])([CH3:41])([CH3:40])[CH3:39].C([O-])([O-])=O.[K+].[K+]. The catalyst is CN(C=O)C.CCOC(C)=O. The product is [C:38]([O:42][C:43]([N:45]1[CH2:50][CH2:49][CH:48]([CH2:51][O:36][C:30]2[CH:29]=[C:28]3[C:33]([C:24]([O:23][C:20]4[CH:21]=[CH:22][C:17]([NH:16][C:14]([C:11]5([C:9](=[O:10])[NH:8][C:5]6[CH:4]=[CH:3][C:2]([F:1])=[CH:7][CH:6]=6)[CH2:13][CH2:12]5)=[O:15])=[CH:18][C:19]=4[F:37])=[N:25][CH:26]=[N:27]3)=[CH:32][C:31]=2[O:34][CH3:35])[CH2:47][CH2:46]1)=[O:44])([CH3:41])([CH3:39])[CH3:40]. The yield is 0.600.